Dataset: Merck oncology drug combination screen with 23,052 pairs across 39 cell lines. Task: Regression. Given two drug SMILES strings and cell line genomic features, predict the synergy score measuring deviation from expected non-interaction effect. (1) Drug 1: Cc1nc(Nc2ncc(C(=O)Nc3c(C)cccc3Cl)s2)cc(N2CCN(CCO)CC2)n1. Drug 2: CCc1cnn2c(NCc3ccc[n+]([O-])c3)cc(N3CCCCC3CCO)nc12. Cell line: HT29. Synergy scores: synergy=13.0. (2) Drug 1: CS(=O)(=O)CCNCc1ccc(-c2ccc3ncnc(Nc4ccc(OCc5cccc(F)c5)c(Cl)c4)c3c2)o1. Drug 2: CCc1cnn2c(NCc3ccc[n+]([O-])c3)cc(N3CCCCC3CCO)nc12. Cell line: NCIH460. Synergy scores: synergy=27.2. (3) Drug 1: CCC1=CC2CN(C1)Cc1c([nH]c3ccccc13)C(C(=O)OC)(c1cc3c(cc1OC)N(C)C1C(O)(C(=O)OC)C(OC(C)=O)C4(CC)C=CCN5CCC31C54)C2. Drug 2: COC1CC2CCC(C)C(O)(O2)C(=O)C(=O)N2CCCCC2C(=O)OC(C(C)CC2CCC(OP(C)(C)=O)C(OC)C2)CC(=O)C(C)C=C(C)C(O)C(OC)C(=O)C(C)CC(C)C=CC=CC=C1C. Cell line: OVCAR3. Synergy scores: synergy=-24.9. (4) Drug 1: CS(=O)(=O)CCNCc1ccc(-c2ccc3ncnc(Nc4ccc(OCc5cccc(F)c5)c(Cl)c4)c3c2)o1. Drug 2: CC1(c2nc3c(C(N)=O)cccc3[nH]2)CCCN1. Cell line: SW837. Synergy scores: synergy=-8.34. (5) Drug 1: CC(=O)OC1C(=O)C2(C)C(O)CC3OCC3(OC(C)=O)C2C(OC(=O)c2ccccc2)C2(O)CC(OC(=O)C(O)C(NC(=O)c3ccccc3)c3ccccc3)C(C)=C1C2(C)C. Drug 2: Cn1nnc2c(C(N)=O)ncn2c1=O. Cell line: ES2. Synergy scores: synergy=10.3. (6) Drug 1: O=c1[nH]cc(F)c(=O)[nH]1. Drug 2: NC1(c2ccc(-c3nc4ccn5c(=O)[nH]nc5c4cc3-c3ccccc3)cc2)CCC1. Cell line: HT144. Synergy scores: synergy=2.02. (7) Drug 1: COc1cc(C2c3cc4c(cc3C(OC3OC5COC(C)OC5C(O)C3O)C3COC(=O)C23)OCO4)cc(OC)c1O. Drug 2: CCc1cnn2c(NCc3ccc[n+]([O-])c3)cc(N3CCCCC3CCO)nc12. Cell line: MSTO. Synergy scores: synergy=2.46. (8) Drug 1: CCN(CC)CCNC(=O)c1c(C)[nH]c(C=C2C(=O)Nc3ccc(F)cc32)c1C. Drug 2: O=C(NOCC(O)CO)c1ccc(F)c(F)c1Nc1ccc(I)cc1F. Cell line: HT144. Synergy scores: synergy=5.88. (9) Drug 1: N.N.O=C(O)C1(C(=O)O)CCC1.[Pt]. Drug 2: CS(=O)(=O)CCNCc1ccc(-c2ccc3ncnc(Nc4ccc(OCc5cccc(F)c5)c(Cl)c4)c3c2)o1. Cell line: UWB1289BRCA1. Synergy scores: synergy=9.03. (10) Drug 1: COC12C(COC(N)=O)C3=C(C(=O)C(C)=C(N)C3=O)N1CC1NC12. Drug 2: Cn1cc(-c2cnn3c(N)c(Br)c(C4CCCNC4)nc23)cn1. Cell line: CAOV3. Synergy scores: synergy=7.36.